From a dataset of Forward reaction prediction with 1.9M reactions from USPTO patents (1976-2016). Predict the product of the given reaction. (1) The product is: [Cl:20][C:18]1[CH:17]=[CH:16][C:15]([O:21][C:22]2[CH:27]=[C:26]([F:28])[C:25]([S:29](=[O:47])(=[O:48])[N:30]([CH2:36][C:37]3[CH:42]=[CH:41][C:40]([O:43][CH3:44])=[CH:39][C:38]=3[O:45][CH3:46])[C:31]3[S:35][N:34]=[CH:33][N:32]=3)=[CH:24][C:23]=2[Cl:49])=[C:14]([C:12]2[CH:11]=[CH:10][N:9]=[C:8]([C:7]([NH:6][CH2:5][CH2:4][C:3]([OH:51])=[O:2])=[O:50])[CH:13]=2)[CH:19]=1. Given the reactants C[O:2][C:3](=[O:51])[CH2:4][CH2:5][NH:6][C:7](=[O:50])[C:8]1[CH:13]=[C:12]([C:14]2[CH:19]=[C:18]([Cl:20])[CH:17]=[CH:16][C:15]=2[O:21][C:22]2[CH:27]=[C:26]([F:28])[C:25]([S:29](=[O:48])(=[O:47])[N:30]([CH2:36][C:37]3[CH:42]=[CH:41][C:40]([O:43][CH3:44])=[CH:39][C:38]=3[O:45][CH3:46])[C:31]3[S:35][N:34]=[CH:33][N:32]=3)=[CH:24][C:23]=2[Cl:49])[CH:11]=[CH:10][N:9]=1.O.[OH-].[Li+].Cl, predict the reaction product. (2) Given the reactants [NH2:1][C:2]1[N:11]=[C:10]([N:12]2[CH2:16][CH2:15][C@@H:14]([N:17](C)[C:18](=O)OC(C)(C)C)[CH2:13]2)[C:9]2[CH2:8][CH2:7][CH2:6][C:5]3([CH2:29][CH2:28][CH2:27][CH2:26]3)[C:4]=2[N:3]=1.FC(F)(F)C(O)=O, predict the reaction product. The product is: [CH3:18][NH:17][C@@H:14]1[CH2:15][CH2:16][N:12]([C:10]2[C:9]3[CH2:8][CH2:7][CH2:6][C:5]4([CH2:29][CH2:28][CH2:27][CH2:26]4)[C:4]=3[N:3]=[C:2]([NH2:1])[N:11]=2)[CH2:13]1. (3) Given the reactants Br[CH2:2][CH2:3][O:4][C:5]1[CH:12]=[CH:11][C:8]([C:9]#[N:10])=[CH:7][CH:6]=1.[C:13]([O-:16])([O-])=O.[K+].[K+].[CH3:19][C:20]([CH3:22])=[O:21], predict the reaction product. The product is: [C:20]([C:22]1[CH:7]=[CH:6][C:5]([O:4][CH2:2][CH2:3][O:4][C:5]2[CH:12]=[CH:11][C:8]([C:9]#[N:10])=[CH:7][CH:6]=2)=[C:12]([CH2:11][CH2:8][CH3:9])[C:13]=1[OH:16])(=[O:21])[CH3:19]. (4) Given the reactants Br[CH2:2][C:3]([C@H:5]1[C@@H:9]2[C@@H:10]3[C@@:23]([CH3:26])([CH2:24][CH2:25][C@@:8]2([C:44]([O:46][Si](C(C)(C)C)(C)C)=[O:45])[CH2:7][CH2:6]1)[C@@:22]1([CH3:27])[C@@H:13]([C@:14]2([CH3:43])[C@@H:19]([CH2:20][CH2:21]1)[C:18]([CH3:29])([CH3:28])[C:17]([C:30]1[CH:35]=[CH:34][C:33]([C:36]([O:38][C:39]([CH3:42])([CH3:41])[CH3:40])=[O:37])=[CH:32][CH:31]=1)=[CH:16][CH2:15]2)[CH2:12][CH2:11]3)=[CH2:4].[CH3:54][NH2:55], predict the reaction product. The product is: [C:39]([O:38][C:36]([C:33]1[CH:32]=[CH:31][C:30]([C:17]2[C:18]([CH3:29])([CH3:28])[C@H:19]3[C@:14]([CH3:43])([CH2:15][CH:16]=2)[C@@H:13]2[C@:22]([CH3:27])([C@@:23]4([CH3:26])[C@H:10]([CH2:11][CH2:12]2)[C@H:9]2[C@H:5]([C:3]([CH2:2][NH:55][CH3:54])=[CH2:4])[CH2:6][CH2:7][C@:8]2([C:44]([OH:46])=[O:45])[CH2:25][CH2:24]4)[CH2:21][CH2:20]3)=[CH:35][CH:34]=1)=[O:37])([CH3:42])([CH3:41])[CH3:40]. (5) Given the reactants [Cl:1][C:2]1[C:3]2[N:4]([C:15]([CH3:18])=[CH:16][CH:17]=2)[C:5]([C:8]([NH:10][CH2:11][CH2:12][O:13][CH3:14])=[O:9])=[CH:6][N:7]=1.[Cl:19][C:20]1[CH:21]=[C:22]([CH:24]=[CH:25][CH:26]=1)[NH2:23].CS(O)(=O)=O.Cl, predict the reaction product. The product is: [ClH:1].[Cl:19][C:20]1[CH:21]=[C:22]([NH:23][C:2]2[C:3]3[N:4]([C:15]([CH3:18])=[CH:16][CH:17]=3)[C:5]([C:8]([NH:10][CH2:11][CH2:12][O:13][CH3:14])=[O:9])=[CH:6][N:7]=2)[CH:24]=[CH:25][CH:26]=1. (6) Given the reactants Cl[C:2]1[C:7]2[CH2:8][O:9][C:10](=[C:11]3[C:19]4[C:14](=[CH:15][CH:16]=[C:17](F)[CH:18]=4)[NH:13][C:12]3=[O:21])[C:6]=2[CH:5]=[CH:4][N:3]=1.[CH:22]([O-])=O.[NH4+], predict the reaction product. The product is: [C:10]1(=[C:11]2[C:19]3[C:14](=[CH:15][CH:16]=[C:17]([CH3:22])[CH:18]=3)[NH:13][C:12]2=[O:21])[C:6]2[CH:5]=[CH:4][N:3]=[CH:2][C:7]=2[CH2:8][O:9]1. (7) Given the reactants [Cl:1][C:2]1[N:3]=[C:4]([C:17]#[N:18])[NH:5][C:6]=1[C:7]1[CH:8]=[C:9]([CH:13]=[CH:14][C:15]=1[CH3:16])[C:10]([OH:12])=O.Cl.[NH:20]1[CH2:25][CH2:24][CH:23]([C:26]2[CH:33]=[CH:32][C:29]([C:30]#[N:31])=[CH:28][CH:27]=2)[CH2:22][CH2:21]1.CN(C(ON1N=NC2C=CC=CC1=2)=[N+](C)C)C.F[P-](F)(F)(F)(F)F.CCN(C(C)C)C(C)C, predict the reaction product. The product is: [Cl:1][C:2]1[N:3]=[C:4]([C:17]#[N:18])[NH:5][C:6]=1[C:7]1[CH:8]=[C:9]([C:10]([N:20]2[CH2:25][CH2:24][CH:23]([C:26]3[CH:27]=[CH:28][C:29]([C:30]#[N:31])=[CH:32][CH:33]=3)[CH2:22][CH2:21]2)=[O:12])[CH:13]=[CH:14][C:15]=1[CH3:16]. (8) Given the reactants Br[C:2]1[C:11]2[C:6](=[CH:7][CH:8]=[CH:9][CH:10]=2)[CH:5]=[N:4][CH:3]=1.C(=O)([O-])[O-].[Cs+].[Cs+].CC1(C)C2C(=C(P(C3C=CC=CC=3)C3C=CC=CC=3)C=CC=2)OC2C(P(C3C=CC=CC=3)C3C=CC=CC=3)=CC=CC1=2.[CH3:60][O:61][C:62](=[O:86])[C:63]1[CH:68]=[C:67]([F:69])[C:66]([NH:70][C@@H:71]2[CH2:76][CH2:75][CH2:74][CH2:73][C@@H:72]2[NH:77][C:78]([O:80][C:81]([CH3:84])([CH3:83])[CH3:82])=[O:79])=[N:65][C:64]=1[NH2:85], predict the reaction product. The product is: [CH3:60][O:61][C:62](=[O:86])[C:63]1[CH:68]=[C:67]([F:69])[C:66]([NH:70][C@@H:71]2[CH2:76][CH2:75][CH2:74][CH2:73][C@@H:72]2[NH:77][C:78]([O:80][C:81]([CH3:82])([CH3:84])[CH3:83])=[O:79])=[N:65][C:64]=1[NH:85][C:2]1[C:11]2[C:6](=[CH:7][CH:8]=[CH:9][CH:10]=2)[CH:5]=[N:4][CH:3]=1. (9) The product is: [ClH:33].[S:1]1[CH:5]=[CH:4][C:3]2[C:6]([N:10]3[CH2:15][CH2:14][N:13]([CH2:16][CH2:17][CH2:18][O:19][C:20]4[CH:29]=[C:28]5[C:23]([CH:24]=[CH:25][N:26]([CH2:31][CH3:32])[C:27]5=[O:30])=[CH:22][CH:21]=4)[CH2:12][CH2:11]3)=[CH:7][CH:8]=[CH:9][C:2]1=2. Given the reactants [S:1]1[CH:5]=[CH:4][C:3]2[C:6]([N:10]3[CH2:15][CH2:14][N:13]([CH2:16][CH2:17][CH2:18][O:19][C:20]4[CH:29]=[C:28]5[C:23]([CH:24]=[CH:25][N:26]([CH2:31][CH3:32])[C:27]5=[O:30])=[CH:22][CH:21]=4)[CH2:12][CH2:11]3)=[CH:7][CH:8]=[CH:9][C:2]1=2.[Cl:33]CCCOC1C=C2C(C=CN(CC)C2=O)=CC=1.C(O)C.Cl, predict the reaction product.